From a dataset of Catalyst prediction with 721,799 reactions and 888 catalyst types from USPTO. Predict which catalyst facilitates the given reaction. (1) Reactant: [N:1]([CH:4]([CH2:18][C:19]1[CH:24]=[CH:23][CH:22]=[CH:21][CH:20]=1)[CH2:5][CH2:6][CH2:7][C:8]1[CH:17]=[CH:16][CH:15]=[CH:14][C:9]=1[C:10]([O:12][CH3:13])=[O:11])=[N+]=[N-]. Product: [NH2:1][CH:4]([CH2:18][C:19]1[CH:24]=[CH:23][CH:22]=[CH:21][CH:20]=1)[CH2:5][CH2:6][CH2:7][C:8]1[CH:17]=[CH:16][CH:15]=[CH:14][C:9]=1[C:10]([O:12][CH3:13])=[O:11]. The catalyst class is: 19. (2) Reactant: [NH2:1][C:2]1[CH:3]=[CH:4][C:5]2[O:10][CH2:9][C:8](=[O:11])[NH:7][C:6]=2[CH:12]=1.Cl[CH2:14][C:15]([N:17]1[CH2:22][CH2:21][CH:20]([CH2:23][C:24]2[CH:29]=[CH:28][C:27]([F:30])=[CH:26][CH:25]=2)[CH2:19][CH2:18]1)=[O:16]. Product: [F:30][C:27]1[CH:28]=[CH:29][C:24]([CH2:23][CH:20]2[CH2:21][CH2:22][N:17]([C:15](=[O:16])[CH2:14][NH:1][C:2]3[CH:3]=[CH:4][C:5]4[O:10][CH2:9][C:8](=[O:11])[NH:7][C:6]=4[CH:12]=3)[CH2:18][CH2:19]2)=[CH:25][CH:26]=1. The catalyst class is: 27. (3) Reactant: [CH3:1][S:2](Cl)(=[O:4])=[O:3].[OH:6][CH2:7][CH2:8][C:9]1[C:10]([N+:15]([O-:17])=[O:16])=[N:11][CH:12]=[CH:13][CH:14]=1.C(N(CC)CC)C.C(=O)(O)[O-].[Na+]. Product: [CH3:1][S:2]([O:6][CH2:7][CH2:8][C:9]1[C:10]([N+:15]([O-:17])=[O:16])=[N:11][CH:12]=[CH:13][CH:14]=1)(=[O:4])=[O:3]. The catalyst class is: 2.